Dataset: Reaction yield outcomes from USPTO patents with 853,638 reactions. Task: Predict the reaction yield, written as a fraction of the theoretical maximum amount of product (1.0 means a 100% yield; for example, 0.34 means a 34% yield). (1) The reactants are [OH:1][C:2]1[CH:11]=[C:10]2[C:5]([CH2:6][CH2:7][CH:8]([C:12]([O:14][CH3:15])=[O:13])[CH2:9]2)=[CH:4][CH:3]=1.C(N(CC)CC)C.[C:23]([NH:30][C:31]1[CH:32]=[C:33](B(O)O)[CH:34]=[CH:35][CH:36]=1)([O:25][C:26]([CH3:29])([CH3:28])[CH3:27])=[O:24]. The catalyst is C(Cl)Cl.C([O-])(=O)C.[Cu+2].C([O-])(=O)C. The product is [C:26]([O:25][C:23]([NH:30][C:31]1[CH:36]=[C:35]([CH:34]=[CH:33][CH:32]=1)[O:1][C:2]1[CH:11]=[C:10]2[C:5]([CH2:6][CH2:7][CH:8]([C:12]([O:14][CH3:15])=[O:13])[CH2:9]2)=[CH:4][CH:3]=1)=[O:24])([CH3:29])([CH3:27])[CH3:28]. The yield is 0.150. (2) The reactants are [CH3:1][C:2]1[N:7]=[C:6]2[S:8][C:9]3[CH2:13][CH2:12][CH2:11][C:10]=3[C:5]2=[C:4]([C:14]2[O:15][CH:16]=[CH:17][CH:18]=2)[C:3]=1[CH:19]([CH2:24][CH2:25][CH3:26])[C:20]([O:22]C)=[O:21].[OH-].[Na+].Cl. The catalyst is CO. The product is [CH3:1][C:2]1[N:7]=[C:6]2[S:8][C:9]3[CH2:13][CH2:12][CH2:11][C:10]=3[C:5]2=[C:4]([C:14]2[O:15][CH:16]=[CH:17][CH:18]=2)[C:3]=1[CH:19]([CH2:24][CH2:25][CH3:26])[C:20]([OH:22])=[O:21]. The yield is 0.680.